Dataset: Catalyst prediction with 721,799 reactions and 888 catalyst types from USPTO. Task: Predict which catalyst facilitates the given reaction. Reactant: [CH2:1]([C:13]1[CH:17]=[CH:16][S:15][CH:14]=1)[CH2:2][CH2:3][CH2:4][CH2:5][CH2:6][CH2:7][CH2:8][CH2:9][CH2:10][CH2:11][CH3:12].CN(C)C=O.[Br:23]N1C(=O)CCC1=O. Product: [Br:23][C:14]1[S:15][CH:16]=[CH:17][C:13]=1[CH2:1][CH2:2][CH2:3][CH2:4][CH2:5][CH2:6][CH2:7][CH2:8][CH2:9][CH2:10][CH2:11][CH3:12]. The catalyst class is: 6.